Task: Predict the reaction yield, written as a fraction of the theoretical maximum amount of product (1.0 means a 100% yield; for example, 0.34 means a 34% yield).. Dataset: Reaction yield outcomes from USPTO patents with 853,638 reactions (1) The yield is 0.300. The product is [F:29][C:26]1[CH:25]=[CH:24][C:23]([C:21]2[O:20][C:17]3=[N:18][CH:19]=[C:14]([C:6]4[CH:5]=[C:4]([CH:9]=[CH:8][CH:7]=4)[C:1]([OH:3])=[O:2])[CH:15]=[C:16]3[CH:22]=2)=[CH:28][CH:27]=1. The catalyst is O1CCOCC1.O.C1C=CC([P]([Pd]([P](C2C=CC=CC=2)(C2C=CC=CC=2)C2C=CC=CC=2)([P](C2C=CC=CC=2)(C2C=CC=CC=2)C2C=CC=CC=2)[P](C2C=CC=CC=2)(C2C=CC=CC=2)C2C=CC=CC=2)(C2C=CC=CC=2)C2C=CC=CC=2)=CC=1. The reactants are [C:1]([C:4]1[CH:5]=[C:6](B(O)O)[CH:7]=[CH:8][CH:9]=1)([OH:3])=[O:2].Br[C:14]1[CH:15]=[C:16]2[CH:22]=[C:21]([C:23]3[CH:28]=[CH:27][C:26]([F:29])=[CH:25][CH:24]=3)[O:20][C:17]2=[N:18][CH:19]=1.C([O-])([O-])=O.[Cs+].[Cs+]. (2) The reactants are Br[C:2]1[CH:7]=[CH:6][C:5]([F:8])=[CH:4][C:3]=1[CH3:9].[C:10]([Cu])#[N:11]. The catalyst is CN(C=O)C.O. The product is [F:8][C:5]1[CH:6]=[CH:7][C:2]([C:10]#[N:11])=[C:3]([CH3:9])[CH:4]=1. The yield is 0.600. (3) The reactants are [C:1]1([CH:7]([N:14]([CH3:27])[CH2:15][C@@H:16]([N:18](C)[C:19](=O)OC(C)(C)C)[CH3:17])[C:8]2[CH:13]=[CH:12][CH:11]=[CH:10][CH:9]=2)[CH:6]=[CH:5][CH:4]=[CH:3][CH:2]=1.[ClH:28]. The catalyst is O1CCOCC1. The product is [ClH:28].[ClH:28].[CH3:27][N:14]([CH:7]([C:8]1[CH:13]=[CH:12][CH:11]=[CH:10][CH:9]=1)[C:1]1[CH:2]=[CH:3][CH:4]=[CH:5][CH:6]=1)[CH2:15][C@@H:16]([NH:18][CH3:19])[CH3:17]. The yield is 1.00.